This data is from Reaction yield outcomes from USPTO patents with 853,638 reactions. The task is: Predict the reaction yield, written as a fraction of the theoretical maximum amount of product (1.0 means a 100% yield; for example, 0.34 means a 34% yield). (1) The product is [Cl:5][C:6]1[C:11]([C:12]2[CH:17]=[CH:16][CH:15]=[C:14]([CH2:18][CH3:19])[CH:13]=2)=[C:10]([C:20]([OH:29])([C@@H:30]2[CH2:35][CH2:34][CH2:33][N:32]([C:36]([C:38]3[CH:43]=[CH:42][C:41]([CH2:44][NH:1][CH2:2][CH2:3][OH:4])=[CH:40][CH:39]=3)=[O:37])[CH2:31]2)[CH2:21][CH2:22][CH2:23][NH:24][C:25](=[O:28])[O:26][CH3:27])[CH:9]=[CH:8][CH:7]=1. The catalyst is CO.C(O)(=O)C. The yield is 0.800. The reactants are [NH2:1][CH2:2][CH2:3][OH:4].[Cl:5][C:6]1[C:11]([C:12]2[CH:17]=[CH:16][CH:15]=[C:14]([CH2:18][CH3:19])[CH:13]=2)=[C:10]([C:20]([C@@H:30]2[CH2:35][CH2:34][CH2:33][N:32]([C:36]([C:38]3[CH:43]=[CH:42][C:41]([CH:44]=O)=[CH:40][CH:39]=3)=[O:37])[CH2:31]2)([OH:29])[CH2:21][CH2:22][CH2:23][NH:24][C:25](=[O:28])[O:26][CH3:27])[CH:9]=[CH:8][CH:7]=1.C([BH3-])#N.[Na+]. (2) The reactants are [F:1][C:2]1[CH:7]=[CH:6][C:5]([C:8]2([OH:21])[CH2:13][CH2:12][N:11]([C:14]3[N:19]=[CH:18][NH:17][C:16](=[O:20])[N:15]=3)[CH2:10][CH2:9]2)=[CH:4][CH:3]=1.CC1C=CC(S(O[CH2:33][C:34]2[S:35][C:36]([C:39]([F:42])([F:41])[F:40])=[CH:37][CH:38]=2)(=O)=O)=CC=1. No catalyst specified. The product is [F:1][C:2]1[CH:7]=[CH:6][C:5]([C:8]2([OH:21])[CH2:13][CH2:12][N:11]([C:14]3[N:19]=[CH:18][N:17]([CH2:33][C:34]4[S:35][C:36]([C:39]([F:42])([F:41])[F:40])=[CH:37][CH:38]=4)[C:16](=[O:20])[N:15]=3)[CH2:10][CH2:9]2)=[CH:4][CH:3]=1. The yield is 0.130. (3) The reactants are [C:1]([O:5][C:6]([CH:8]1[CH2:13][CH:12]2[CH2:14][CH:9]1[C:10](=[O:15])[O:11]2)=[O:7])([CH3:4])([CH3:3])[CH3:2].[OH-].[Li+].Cl.Cl.[CH2:20]([O:22][C:23]([C@@:25]1([NH2:30])[CH2:27][C@H:26]1[CH:28]=[CH2:29])=[O:24])[CH3:21].C(N(C(C)C)CC)(C)C.CN(C(ON1N=NC2C=CC=NC1=2)=[N+](C)C)C.F[P-](F)(F)(F)(F)F. The catalyst is O1CCOCC1.O. The product is [C:1]([O:5][C:6]([C@@H:8]1[CH2:13][C@@H:12]([OH:11])[CH2:14][C@H:9]1[C:10](=[O:15])[NH:30][C@:25]1([C:23]([O:22][CH2:20][CH3:21])=[O:24])[CH2:27][C@H:26]1[CH:28]=[CH2:29])=[O:7])([CH3:4])([CH3:3])[CH3:2]. The yield is 0.890. (4) The reactants are [O:1]=[O+][O-].C([C:6](=P(C1C=CC=CC=1)(C1C=CC=CC=1)C1C=CC=CC=1)[C:7]([C@@H:9]([NH:14][C:15](=[O:28])[O:16][C:17]1([CH2:21][C:22]2[CH:27]=[CH:26][CH:25]=[CH:24][CH:23]=2)[CH2:20][CH2:19][CH2:18]1)[CH2:10][CH2:11][CH2:12][CH3:13])=[O:8])#N.[CH3:48][C@H:49]([NH2:56])[C:50]1[CH:55]=[CH:54][CH:53]=[CH:52][CH:51]=1. The catalyst is ClCCl. The product is [O:1]=[C:6]([NH:56][C@@H:49]([C:50]1[CH:55]=[CH:54][CH:53]=[CH:52][CH:51]=1)[CH3:48])[C:7]([C@@H:9]([NH:14][C:15](=[O:28])[O:16][C:17]1([CH2:21][C:22]2[CH:23]=[CH:24][CH:25]=[CH:26][CH:27]=2)[CH2:18][CH2:19][CH2:20]1)[CH2:10][CH2:11][CH2:12][CH3:13])=[O:8]. The yield is 0.100. (5) The reactants are Cl.[CH:2]([N:5]1[C:9]([C:10]2[N:19]=[C:18]3[N:12]([CH2:13][CH2:14][O:15][C:16]4[CH:23]=[C:22]([CH:24]5[CH2:29][CH2:28][NH:27][CH2:26][CH2:25]5)[CH:21]=[CH:20][C:17]=43)[CH:11]=2)=[N:8][CH:7]=[N:6]1)([CH3:4])[CH3:3].BrC1C=CC2C3N(CCOC=2C=1)C=C(C1N(C(C)C)N=CN=1)N=3.B1(C2CCN([C:68]([O:70][C:71]([CH3:74])([CH3:73])[CH3:72])=[O:69])CC=2)OC(C)(C)C(C)(C)O1.C(=O)([O-])[O-].[K+].[K+].C(Cl)Cl. The catalyst is CN(C=O)C. The product is [C:71]([O:70][C:68]([N:27]1[CH2:28][CH:29]=[C:24]([C:22]2[CH:21]=[CH:20][C:17]3[C:18]4[N:12]([CH2:13][CH2:14][O:15][C:16]=3[CH:23]=2)[CH:11]=[C:10]([C:9]2[N:5]([CH:2]([CH3:4])[CH3:3])[N:6]=[CH:7][N:8]=2)[N:19]=4)[CH2:25][CH2:26]1)=[O:69])([CH3:74])([CH3:73])[CH3:72]. The yield is 0.960.